From a dataset of Merck oncology drug combination screen with 23,052 pairs across 39 cell lines. Regression. Given two drug SMILES strings and cell line genomic features, predict the synergy score measuring deviation from expected non-interaction effect. (1) Drug 1: O=C(CCCCCCC(=O)Nc1ccccc1)NO. Drug 2: Nc1ccn(C2OC(CO)C(O)C2(F)F)c(=O)n1. Cell line: SW620. Synergy scores: synergy=-12.2. (2) Drug 1: CCC1=CC2CN(C1)Cc1c([nH]c3ccccc13)C(C(=O)OC)(c1cc3c(cc1OC)N(C)C1C(O)(C(=O)OC)C(OC(C)=O)C4(CC)C=CCN5CCC31C54)C2. Drug 2: O=C(NOCC(O)CO)c1ccc(F)c(F)c1Nc1ccc(I)cc1F. Cell line: OCUBM. Synergy scores: synergy=-11.3.